From a dataset of Reaction yield outcomes from USPTO patents with 853,638 reactions. Predict the reaction yield, written as a fraction of the theoretical maximum amount of product (1.0 means a 100% yield; for example, 0.34 means a 34% yield). (1) The reactants are [Br:1][C:2]1[CH:7]=[CH:6][C:5]([OH:8])=[C:4]([Cl:9])[C:3]=1[Cl:10].C(=O)([O-])[O-].[K+].[K+].[CH3:17][C:18]([CH3:20])=[O:19]. No catalyst specified. The product is [Br:1][C:2]1[CH:7]=[CH:6][C:5]([O:8][CH2:17][CH:18]2[CH2:20][O:19]2)=[C:4]([Cl:9])[C:3]=1[Cl:10]. The yield is 0.710. (2) The reactants are [CH3:1][O:2][C:3]1[CH:11]=[C:10]2[C:6]([C:7]([C:31](=[O:39])[C:32]3[CH:37]=[CH:36][C:35]([CH3:38])=[CH:34][CH:33]=3)=[C:8]([CH3:30])[N:9]2[CH2:12][C:13]2[CH:14]=[C:15]([CH:27]=[CH:28][CH:29]=2)[CH2:16][O:17][C:18]2([C:22]([O:24]CC)=[O:23])[CH2:21][CH2:20][CH2:19]2)=[CH:5][CH:4]=1.C1COCC1.[OH-].[Na+]. The catalyst is CO.O. The product is [CH3:1][O:2][C:3]1[CH:11]=[C:10]2[C:6]([C:7]([C:31](=[O:39])[C:32]3[CH:37]=[CH:36][C:35]([CH3:38])=[CH:34][CH:33]=3)=[C:8]([CH3:30])[N:9]2[CH2:12][C:13]2[CH:14]=[C:15]([CH:27]=[CH:28][CH:29]=2)[CH2:16][O:17][C:18]2([C:22]([OH:24])=[O:23])[CH2:21][CH2:20][CH2:19]2)=[CH:5][CH:4]=1. The yield is 0.450. (3) The reactants are [CH3:1][O:2][C:3](=[O:11])[C:4]1[CH:9]=[C:8](Br)[CH:7]=[N:6][CH:5]=1.[F:12][C:13]1[CH:14]=[CH:15][C:16]([C:27]([F:30])([F:29])[F:28])=[C:17]([C:19]([N:21]2[CH2:26][CH2:25][NH:24][CH2:23][CH2:22]2)=[O:20])[CH:18]=1.C1C=CC(P(C2C(C3C(P(C4C=CC=CC=4)C4C=CC=CC=4)=CC=C4C=3C=CC=C4)=C3C(C=CC=C3)=CC=2)C2C=CC=CC=2)=CC=1.CC(C)([O-])C.[Na+]. The catalyst is C1(C)C=CC=CC=1.C1C=CC(/C=C/C(/C=C/C2C=CC=CC=2)=O)=CC=1.C1C=CC(/C=C/C(/C=C/C2C=CC=CC=2)=O)=CC=1.C1C=CC(/C=C/C(/C=C/C2C=CC=CC=2)=O)=CC=1.[Pd].[Pd]. The product is [CH3:1][O:2][C:3](=[O:11])[C:4]1[CH:9]=[C:8]([N:24]2[CH2:25][CH2:26][N:21]([C:19](=[O:20])[C:17]3[CH:18]=[C:13]([F:12])[CH:14]=[CH:15][C:16]=3[C:27]([F:30])([F:29])[F:28])[CH2:22][CH2:23]2)[CH:7]=[N:6][CH:5]=1. The yield is 0.650. (4) The reactants are [CH:1]1([C@H:7]([NH:16][CH2:17][C:18]2[CH:23]=[CH:22][C:21](/[CH:24]=[CH:25]/[C:26]([NH:28][O:29][CH:30]([O:32][CH2:33][CH:34]([CH3:36])[CH3:35])[CH3:31])=[O:27])=[CH:20][CH:19]=2)[C:8]([O:10]C2CCCC2)=[O:9])[CH2:6][CH2:5][CH2:4][CH2:3][CH2:2]1. The catalyst is CO. The product is [CH:1]1([C@H:7]([NH:16][CH2:17][C:18]2[CH:23]=[CH:22][C:21](/[CH:24]=[CH:25]/[C:26]([NH:28][O:29][CH:30]([O:32][CH2:33][CH:34]([CH3:36])[CH3:35])[CH3:31])=[O:27])=[CH:20][CH:19]=2)[C:8]([OH:10])=[O:9])[CH2:6][CH2:5][CH2:4][CH2:3][CH2:2]1. The yield is 0.530.